From a dataset of Catalyst prediction with 721,799 reactions and 888 catalyst types from USPTO. Predict which catalyst facilitates the given reaction. Reactant: [OH:1][CH2:2][CH:3]([CH2:5][OH:6])[OH:4].[C:7](OCC)(=[O:12])[CH2:8][C:9]([CH3:11])=[O:10].C1C(CCCCC(N)=O)SSC1. Product: [CH3:11][C:9]([CH2:8][C:7]([O:1][CH2:2][CH:3]([OH:4])[CH2:5][OH:6])=[O:12])=[O:10]. The catalyst class is: 8.